This data is from Full USPTO retrosynthesis dataset with 1.9M reactions from patents (1976-2016). The task is: Predict the reactants needed to synthesize the given product. (1) Given the product [F:1][C:2]1[CH:3]=[C:4]([C:8]2[CH:9]=[C:10]([CH2:15][NH:16][C:17]3[C:18]([CH3:32])=[C:19]([CH:28]=[CH:29][C:30]=3[CH3:31])[O:20][CH2:21][C:22]([OH:24])=[O:23])[CH:11]=[C:12]([CH3:14])[CH:13]=2)[CH:5]=[CH:6][CH:7]=1, predict the reactants needed to synthesize it. The reactants are: [F:1][C:2]1[CH:3]=[C:4]([C:8]2[CH:9]=[C:10]([CH2:15][NH:16][C:17]3[C:18]([CH3:32])=[C:19]([CH:28]=[CH:29][C:30]=3[CH3:31])[O:20][CH2:21][C:22]([O:24]C(C)C)=[O:23])[CH:11]=[C:12]([CH3:14])[CH:13]=2)[CH:5]=[CH:6][CH:7]=1.[Li+].[OH-]. (2) Given the product [Cl:41][C:39]1[CH:40]=[CH:35][C:36]([N:42]([C:16](=[N:12][O:11][CH2:10][CH2:9][O:8][CH3:7])[C:15]2[CH:14]=[CH:21][CH:20]=[CH:19][CH:18]=2)[S:43]([C:46]([F:49])([F:47])[F:48])(=[O:45])=[O:44])=[CH:37][CH:38]=1, predict the reactants needed to synthesize it. The reactants are: CN(C)CCN.[CH3:7][O:8][CH2:9][CH2:10][O:11][N:12]1[C:16](=O)[C:15]2=[CH:18][CH:19]=[CH:20][CH:21]=[C:14]2C1=O.C(O)(=O)C.C([C:35]1[CH:40]=[C:39]([Cl:41])[CH:38]=[CH:37][C:36]=1[NH:42][S:43]([C:46]([F:49])([F:48])[F:47])(=[O:45])=[O:44])(=O)C1C=CC=CC=1. (3) Given the product [Br:1][CH2:2][C:3]1[CH:8]=[CH:7][C:6]([CH2:9][C:10]([NH2:14])=[O:12])=[CH:5][CH:4]=1, predict the reactants needed to synthesize it. The reactants are: [Br:1][CH2:2][C:3]1[CH:8]=[CH:7][C:6]([CH2:9][C:10]([OH:12])=O)=[CH:5][CH:4]=1.C[N:14](C)C=O.C1(C)C=CC=CC=1.N. (4) Given the product [Br:1][C:2]1[C:6]([CH2:7][I:14])=[CH:5][N:4]([C:9]([CH2:12][CH3:13])([CH3:11])[CH3:10])[N:3]=1, predict the reactants needed to synthesize it. The reactants are: [Br:1][C:2]1[C:6]([CH2:7]Cl)=[CH:5][N:4]([C:9]([CH2:12][CH3:13])([CH3:11])[CH3:10])[N:3]=1.[I-:14].[Na+]. (5) Given the product [O:41]=[C:32]1[N:31]([C:26]2[CH:27]=[CH:28][C:29]([CH:3]3[CH2:4][CH2:5][NH:8][C:9](=[O:22])[CH2:2]3)=[CH:24][CH:25]=2)[CH2:35][C@H:34]([CH2:36][NH:37][C:38](=[O:40])[CH3:39])[O:33]1, predict the reactants needed to synthesize it. The reactants are: I[C:2]1C=C[C:5]([N:8]2C[C@H](CNC(=O)OC(C)(C)C)O[C:9]2=[O:22])=[CH:4][CH:3]=1.F[C:24]1[CH:25]=[C:26]([N:31]2[CH2:35][C@H:34]([CH2:36][NH:37][C:38](=[O:40])[CH3:39])[O:33][C:32]2=[O:41])[CH:27]=[CH:28][C:29]=1I. (6) Given the product [OH:41][C:14]1[CH:15]=[C:16]([OH:33])[C:17]([C:19]2[O:23][N:22]=[C:21]([CH3:24])[C:20]=2[C:25]2[CH:30]=[CH:29][C:28]([O:31][CH3:32])=[CH:27][CH:26]=2)=[CH:18][C:13]=1[CH:11]=[CH:12][C:50]([OH:52])=[O:51], predict the reactants needed to synthesize it. The reactants are: B(Cl)(Cl)Cl.C(OC(=O)[C:11]([C:13]1[CH:18]=[C:17]([C:19]2[O:23][N:22]=[C:21]([CH3:24])[C:20]=2[C:25]2[CH:30]=[CH:29][C:28]([O:31][CH3:32])=[CH:27][CH:26]=2)[C:16]([O:33]CC2C=CC=CC=2)=[CH:15][C:14]=1[O:41]CC1C=CC=CC=1)=[CH2:12])(C)(C)C.[C:50](=[O:52])=[O:51].CC(C)=O.O. (7) Given the product [Cl:1][C:2]1[CH:9]=[CH:8][C:5]([CH:6]=[CH:21][N+:18]([O-:20])=[O:19])=[CH:4][C:3]=1[N+:10]([O-:12])=[O:11], predict the reactants needed to synthesize it. The reactants are: [Cl:1][C:2]1[CH:9]=[CH:8][C:5]([CH:6]=O)=[CH:4][C:3]=1[N+:10]([O-:12])=[O:11].C([O-])(=O)C.[NH4+].[N+:18]([CH3:21])([O-:20])=[O:19]. (8) Given the product [C:10]([O:9][C:7]([N:14]1[CH2:15][CH2:16][N:17]([C:21]2[CH:26]=[CH:25][C:24]([S:27][CH3:28])=[CH:23][CH:22]=2)[CH2:18][CH2:19]1)=[O:8])([CH3:13])([CH3:12])[CH3:11], predict the reactants needed to synthesize it. The reactants are: CC(C)([O-])C.[Na+].[C:7]([N:14]1[CH2:19][CH2:18][NH:17][CH2:16][CH2:15]1)([O:9][C:10]([CH3:13])([CH3:12])[CH3:11])=[O:8].Br[C:21]1[CH:26]=[CH:25][C:24]([S:27][CH3:28])=[CH:23][CH:22]=1.C1(P(C2CCCCC2)C2C=CC=CC=2C2C=CC=CC=2N(C)C)CCCCC1.